Dataset: Catalyst prediction with 721,799 reactions and 888 catalyst types from USPTO. Task: Predict which catalyst facilitates the given reaction. Reactant: [N:1]1[CH:6]=[CH:5][CH:4]=[C:3]([C:7]2[C:11]([NH2:12])=[CH:10][NH:9][N:8]=2)[CH:2]=1.[F:13][C:14]1[CH:22]=[CH:21][CH:20]=[C:19]([F:23])[C:15]=1[C:16](O)=[O:17].C(Cl)CCl.C1C=CC2N(O)N=NC=2C=1. Product: [F:13][C:14]1[CH:22]=[CH:21][CH:20]=[C:19]([F:23])[C:15]=1[C:16]([NH:12][C:11]1[C:7]([C:3]2[CH:2]=[N:1][CH:6]=[CH:5][CH:4]=2)=[N:8][NH:9][CH:10]=1)=[O:17]. The catalyst class is: 3.